From a dataset of Full USPTO retrosynthesis dataset with 1.9M reactions from patents (1976-2016). Predict the reactants needed to synthesize the given product. (1) Given the product [CH2:1]([N:7]([CH3:17])[C:8](=[O:9])[NH:10][C@@H:11]([CH2:15][CH2:14][OH:13])[C:12]([OH:18])=[O:16])[CH2:2][CH2:3][CH2:4][CH:5]=[CH2:6], predict the reactants needed to synthesize it. The reactants are: [CH2:1]([N:7]([CH3:17])[C:8]([NH:10][C@H:11]1[CH2:15][CH2:14][O:13][C:12]1=[O:16])=[O:9])[CH2:2][CH2:3][CH2:4][CH:5]=[CH2:6].[OH-:18].[Na+]. (2) Given the product [N:32]1([CH2:31][CH2:30][CH2:29][CH2:28][C:25]2[CH:24]=[N:23][C:22]([O:18][CH2:17][C:15]3[N:16]=[C:12](/[CH:11]=[CH:10]/[C:7]4[CH:8]=[CH:9][C:4]([O:3][C:2]([F:1])([F:19])[F:20])=[CH:5][CH:6]=4)[O:13][CH:14]=3)=[CH:27][N:26]=2)[CH:36]=[N:35][CH:34]=[N:33]1, predict the reactants needed to synthesize it. The reactants are: [F:1][C:2]([F:20])([F:19])[O:3][C:4]1[CH:9]=[CH:8][C:7]([CH:10]=[CH:11][C:12]2[O:13][CH:14]=[C:15]([CH2:17][OH:18])[N:16]=2)=[CH:6][CH:5]=1.Br[C:22]1[CH:27]=[N:26][C:25]([CH2:28][CH2:29][CH2:30][CH2:31][N:32]2[CH:36]=[N:35][CH:34]=[N:33]2)=[CH:24][N:23]=1.CC(C)([O-])C.[Na+].[NH4+].[Cl-]. (3) Given the product [CH2:16]([O:15][CH2:14][N:11]1[CH:10]=[CH:9][N:8]=[C:7]1[C:1]1[CH:2]=[CH:3][CH:4]=[CH:5][CH:6]=1)[C:17]1[CH:22]=[CH:21][CH:20]=[CH:19][CH:18]=1, predict the reactants needed to synthesize it. The reactants are: [C:1]1([C:7]2[NH:8][CH:9]=[CH:10][N:11]=2)[CH:6]=[CH:5][CH:4]=[CH:3][CH:2]=1.[H-].[Na+].[CH2:14](Cl)[O:15][CH2:16][C:17]1[CH:22]=[CH:21][CH:20]=[CH:19][CH:18]=1. (4) Given the product [NH2:32][C:20](=[O:22])[CH2:19][CH2:18][N:17]([C:23]([O:25][C:26]([CH3:27])([CH3:29])[CH3:28])=[O:24])[CH:14]1[CH2:13][CH2:12][N:11]([C:9]([O:8][CH2:1][C:2]2[CH:7]=[CH:6][CH:5]=[CH:4][CH:3]=2)=[O:10])[CH2:16][CH2:15]1, predict the reactants needed to synthesize it. The reactants are: [CH2:1]([O:8][C:9]([N:11]1[CH2:16][CH2:15][CH:14]([N:17]([C:23]([O:25][C:26]([CH3:29])([CH3:28])[CH3:27])=[O:24])[CH2:18][CH2:19][C:20]([OH:22])=O)[CH2:13][CH2:12]1)=[O:10])[C:2]1[CH:7]=[CH:6][CH:5]=[CH:4][CH:3]=1.CC[N:32]=C=NCCCN(C)C.C1C=CC2N(O)N=NC=2C=1.N. (5) Given the product [Cl:1][C:2]1[CH:3]=[CH:4][C:5]2[N:11]3[CH:12]=[CH:13][N:14]=[C:10]3[C@H:9]([CH2:15][CH2:16][OH:17])[O:8][C@@H:7]([C:21]3[CH:26]=[CH:25][CH:24]=[C:23]([O:27][CH3:28])[C:22]=3[O:29][CH3:30])[C:6]=2[CH:31]=1, predict the reactants needed to synthesize it. The reactants are: [Cl:1][C:2]1[CH:3]=[CH:4][C:5]2[N:11]3[CH:12]=[CH:13][N:14]=[C:10]3[C@H:9]([CH2:15][CH:16]3OCC[O:17]3)[O:8][C@@H:7]([C:21]3[CH:26]=[CH:25][CH:24]=[C:23]([O:27][CH3:28])[C:22]=3[O:29][CH3:30])[C:6]=2[CH:31]=1.Cl(O)(=O)(=O)=O.